Task: Predict the reactants needed to synthesize the given product.. Dataset: Full USPTO retrosynthesis dataset with 1.9M reactions from patents (1976-2016) Given the product [Br:20][CH2:14][C:13]#[C:12][C:9]1[C:8]([C:16]([F:19])([F:18])[F:17])=[C:7]([C:1]2[CH:6]=[CH:5][CH:4]=[CH:3][CH:2]=2)[O:11][N:10]=1, predict the reactants needed to synthesize it. The reactants are: [C:1]1([C:7]2[O:11][N:10]=[C:9]([C:12]#[C:13][CH2:14]O)[C:8]=2[C:16]([F:19])([F:18])[F:17])[CH:6]=[CH:5][CH:4]=[CH:3][CH:2]=1.[Br:20]P(Br)Br.